From a dataset of Catalyst prediction with 721,799 reactions and 888 catalyst types from USPTO. Predict which catalyst facilitates the given reaction. (1) The catalyst class is: 5. Reactant: [CH3:1][S:2][C:3]([S:30][CH3:31])=[CH:4][C:5]([C:7]1[N:23](C2CCCCO2)[C:10]2=[CH:11][C:12]3[C:13]([CH3:22])([CH3:21])[C:14](=[O:20])[N:15]([CH2:18][CH3:19])[C:16]=3[CH:17]=[C:9]2[N:8]=1)=[O:6].O.C1(C)C=CC(S(O)(=O)=O)=CC=1.O. Product: [CH3:31][S:30][C:3]([S:2][CH3:1])=[CH:4][C:5]([C:7]1[NH:23][C:10]2=[CH:11][C:12]3[C:13]([CH3:21])([CH3:22])[C:14](=[O:20])[N:15]([CH2:18][CH3:19])[C:16]=3[CH:17]=[C:9]2[N:8]=1)=[O:6]. (2) Reactant: [F:1][C:2]1[C:7]([F:8])=[CH:6][CH:5]=[CH:4][C:3]=1[C:9]1([OH:21])[CH2:13][CH2:12][N:11](C(OC(C)(C)C)=O)[CH2:10]1.FC(F)(F)C(O)=O. Product: [F:1][C:2]1[C:7]([F:8])=[CH:6][CH:5]=[CH:4][C:3]=1[C:9]1([OH:21])[CH2:13][CH2:12][NH:11][CH2:10]1. The catalyst class is: 4. (3) Reactant: [NH2:1][C:2]1[C:3]([C:7]2[N:8]([C:27]3[CH:32]=[CH:31][CH:30]=[CH:29][CH:28]=3)[C:9]3[CH:14]=[C:13]([O:15][C:16]4[CH:17]=[C:18]([CH:23]=[CH:24][CH:25]=4)[C:19]([O:21]C)=[O:20])[N:12]=[CH:11][C:10]=3[N:26]=2)=[N:4][O:5][N:6]=1.[OH-].[Li+]. Product: [NH2:1][C:2]1[C:3]([C:7]2[N:8]([C:27]3[CH:32]=[CH:31][CH:30]=[CH:29][CH:28]=3)[C:9]3[CH:14]=[C:13]([O:15][C:16]4[CH:17]=[C:18]([CH:23]=[CH:24][CH:25]=4)[C:19]([OH:21])=[O:20])[N:12]=[CH:11][C:10]=3[N:26]=2)=[N:4][O:5][N:6]=1. The catalyst class is: 20. (4) Reactant: [O:1]=[C:2]1[NH:6][CH2:5][C:4]2([CH2:11][CH2:10][CH2:9][C:8]([CH2:21][N:22]3[C:26]4[CH:27]=[C:28]([C:31]#[N:32])[CH:29]=[CH:30][C:25]=4[N:24]=[CH:23]3)([CH2:12][O:13]CC3C=CC=CC=3)[CH2:7]2)[O:3]1.C(=O)([O-])[O-].[K+].[K+].N[C@@H]1CCCC[C@H]1N.Br[C:48]1[CH:53]=[CH:52][C:51]([CH3:54])=[CH:50][C:49]=1[Cl:55]. Product: [Cl:55][C:49]1[CH:50]=[C:51]([CH3:54])[CH:52]=[CH:53][C:48]=1[N:6]1[CH2:5][C:4]2([CH2:11][CH2:10][CH2:9][C:8]([CH2:21][N:22]3[C:26]4[CH:27]=[C:28]([C:31]#[N:32])[CH:29]=[CH:30][C:25]=4[N:24]=[CH:23]3)([CH2:12][OH:13])[CH2:7]2)[O:3][C:2]1=[O:1]. The catalyst class is: 185. (5) Reactant: FC(F)(F)C(O)=O.[Cl:8][C:9]1[CH:14]=[C:13]([Cl:15])[CH:12]=[CH:11][C:10]=1[C@H:16]([N:18]1[C:22]2[CH:23]=[C:24]([C:27]3[CH2:28][CH2:29][N:30]([C:33]([C@H:35]4[CH2:40][CH2:39][CH2:38][CH2:37][N:36]4C(OC(C)(C)C)=O)=[O:34])[CH2:31][CH:32]=3)[CH:25]=[CH:26][C:21]=2[N:20]=[CH:19]1)[CH3:17]. Product: [Cl:8][C:9]1[CH:14]=[C:13]([Cl:15])[CH:12]=[CH:11][C:10]=1[C@H:16]([N:18]1[C:22]2[CH:23]=[C:24]([C:27]3[CH2:28][CH2:29][N:30]([C:33]([C@H:35]4[CH2:40][CH2:39][CH2:38][CH2:37][NH:36]4)=[O:34])[CH2:31][CH:32]=3)[CH:25]=[CH:26][C:21]=2[N:20]=[CH:19]1)[CH3:17]. The catalyst class is: 4. (6) Reactant: [CH2:1]([C:3]1[C:8](C=O)=[CH:7][CH:6]=[CH:5][C:4]=1[C:11]1[S:15][C:14]([C:16]2[CH:17]=[CH:18][C:19]([O:24][CH:25]([CH3:27])[CH3:26])=[C:20]([CH:23]=2)[C:21]#[N:22])=[N:13][CH:12]=1)[CH3:2].[C:28](O)(=O)C.C([O-])(=O)C.[Na+].Cl.[CH3:38][NH:39][CH2:40][C:41]([O:43][CH3:44])=[O:42]. Product: [C:21]([C:20]1[CH:23]=[C:16]([C:14]2[S:15][C:11]([C:4]3[C:3]([CH2:1][CH3:2])=[C:8]([CH2:38][N:39]([CH3:28])[CH2:40][C:41]([O:43][CH3:44])=[O:42])[CH:7]=[CH:6][CH:5]=3)=[CH:12][N:13]=2)[CH:17]=[CH:18][C:19]=1[O:24][CH:25]([CH3:27])[CH3:26])#[N:22]. The catalyst class is: 8. (7) Reactant: Cl[CH2:2][C:3]([N:5]1[C@@H:9]([C:10]#[CH:11])[CH2:8][CH2:7][C@H:6]1[C:12]#[N:13])=[O:4].[NH2:14][C:15]1([CH3:29])[CH2:20][CH2:19][N:18]([C:21]2[CH:26]=[C:25]([C:27]#[N:28])[CH:24]=[CH:23][N:22]=2)[CH2:17][CH2:16]1.C(N(C(C)C)CC)(C)C. Product: [C:12]([C@@H:6]1[CH2:7][CH2:8][C@H:9]([C:10]#[CH:11])[N:5]1[C:3](=[O:4])[CH2:2][NH:14][C:15]1([CH3:29])[CH2:20][CH2:19][N:18]([C:21]2[CH:26]=[C:25]([C:27]#[N:28])[CH:24]=[CH:23][N:22]=2)[CH2:17][CH2:16]1)#[N:13]. The catalyst class is: 10. (8) Reactant: Br[Zn][CH2:3][CH2:4][C:5]([O:7][CH2:8][CH3:9])=[O:6].Br[C:11]1[C:19]2[N:18]([S:20]([C:23]3[CH:28]=[CH:27][C:26]([CH3:29])=[CH:25][CH:24]=3)(=[O:22])=[O:21])[CH:17]=[CH:16][C:15]=2[C:14]([C:30]#[N:31])=[CH:13][CH:12]=1.C([O-])([O-])=O.[Cs+].[Cs+]. Product: [C:30]([C:14]1[CH:13]=[CH:12][C:11]([CH2:3][CH2:4][C:5]([O:7][CH2:8][CH3:9])=[O:6])=[C:19]2[C:15]=1[CH:16]=[CH:17][N:18]2[S:20]([C:23]1[CH:28]=[CH:27][C:26]([CH3:29])=[CH:25][CH:24]=1)(=[O:22])=[O:21])#[N:31]. The catalyst class is: 443. (9) Reactant: [CH2:1]([O:8][C:9]1[CH:23]=[C:22]([CH2:24][CH3:25])[CH:21]=[CH:20][C:10]=1[O:11][C:12]1[CH:17]=[CH:16][C:15]([OH:18])=[CH:14][C:13]=1[F:19])[C:2]1[CH:7]=[CH:6][CH:5]=[CH:4][CH:3]=1.C(=O)([O-])[O-].[K+].[K+].[Na+].[I-].Br[CH:35]([CH2:41][CH3:42])[C:36]([O:38][CH2:39][CH3:40])=[O:37].C([N+](CCCC)(CCCC)CCCC)CCC.[NH4+].[Cl-]. Product: [CH2:39]([O:38][C:36](=[O:37])[CH2:35][CH2:41][CH2:42][O:18][C:15]1[CH:16]=[CH:17][C:12]([O:11][C:10]2[CH:20]=[CH:21][C:22]([CH2:24][CH3:25])=[CH:23][C:9]=2[O:8][CH2:1][C:2]2[CH:3]=[CH:4][CH:5]=[CH:6][CH:7]=2)=[C:13]([F:19])[CH:14]=1)[CH3:40]. The catalyst class is: 95.